Dataset: Forward reaction prediction with 1.9M reactions from USPTO patents (1976-2016). Task: Predict the product of the given reaction. (1) Given the reactants Br[C:2]1[CH:7]=[CH:6][C:5]([N:8]2[C:12]([CH2:13][CH:14]3[CH2:17][N:16]([C:18](=[O:21])[CH2:19][CH3:20])[CH2:15]3)=[N:11][N:10](C(=O)CC)[C:9]2=[O:26])=[C:4]([F:27])[CH:3]=1.[N:28]1[C:37]2[C:32](=[CH:33][CH:34]=[C:35](B(O)O)[CH:36]=2)[CH:31]=[CH:30][CH:29]=1.C(O)C, predict the reaction product. The product is: [F:27][C:4]1[CH:3]=[C:2]([C:35]2[CH:36]=[C:37]3[C:32]([CH:31]=[CH:30][CH:29]=[N:28]3)=[CH:33][CH:34]=2)[CH:7]=[CH:6][C:5]=1[N:8]1[C:12]([CH2:13][CH:14]2[CH2:15][N:16]([C:18](=[O:21])[CH2:19][CH3:20])[CH2:17]2)=[N:11][NH:10][C:9]1=[O:26]. (2) Given the reactants [C:1]1([C:7]2[NH:11][C:10]3[CH:12]=[CH:13][C:14]([S:16](Cl)(=[O:18])=[O:17])=[CH:15][C:9]=3[N:8]=2)[CH:6]=[CH:5][CH:4]=[CH:3][CH:2]=1.[Br:20][C:21]1[CH:27]=[CH:26][CH:25]=[CH:24][C:22]=1[NH2:23], predict the reaction product. The product is: [Br:20][C:21]1[CH:27]=[CH:26][CH:25]=[CH:24][C:22]=1[NH:23][S:16]([C:14]1[CH:13]=[CH:12][C:10]2[NH:11][C:7]([C:1]3[CH:6]=[CH:5][CH:4]=[CH:3][CH:2]=3)=[N:8][C:9]=2[CH:15]=1)(=[O:18])=[O:17].